From a dataset of Cav3 T-type calcium channel HTS with 100,875 compounds. Binary Classification. Given a drug SMILES string, predict its activity (active/inactive) in a high-throughput screening assay against a specified biological target. (1) The drug is O=C(NC(C)C)c1c2c(c(N3CCN(CC3)c3ncccc3)nc1)cccc2. The result is 0 (inactive). (2) The compound is s1c(NC(=O)CCC(=O)Nc2c(OC)cccc2)nnc1C(F)(F)F. The result is 0 (inactive). (3) The molecule is S(=O)(=O)(N1CCC(CC1)C(=O)NCCN(CC)c1ccccc1)CC. The result is 0 (inactive). (4) The molecule is s1c2c(=O)n(CC(=O)NC(C34CC5CC(C4)CC(C3)C5)C)c(=O)[nH]c2cc1. The result is 0 (inactive). (5) The drug is OC(=O)C1N(CCC1)c1ncnc2c1cccc2. The result is 0 (inactive). (6) The drug is S(=O)(=O)(/N=C(\Nc1ncnc(N2CCOCC2)c1)c1ccc(F)cc1)c1ccccc1. The result is 0 (inactive). (7) The molecule is S(c1n(c2c(n(c(=O)n(c2=O)C)C)n1)Cc1ccc(cc1)C)CC(=O)N. The result is 0 (inactive). (8) The drug is O(c1c(cccc1)/C=N\n1cnnc1)C. The result is 0 (inactive). (9) The drug is FC(F)Oc1c(c2n(c3c(n(CCC)c(=O)[nH]c3=O)n2)CCOC)cccc1. The result is 0 (inactive).